Dataset: Catalyst prediction with 721,799 reactions and 888 catalyst types from USPTO. Task: Predict which catalyst facilitates the given reaction. (1) Reactant: [N+:1]([C:4]1[CH:9]=[CH:8][CH:7]=[CH:6][C:5]=1[NH:10][CH:11]1[CH2:16][CH2:15][N:14]([C:17]([O:19][C:20]([CH3:23])([CH3:22])[CH3:21])=[O:18])[CH2:13][CH2:12]1)([O-])=O. Product: [NH2:1][C:4]1[CH:9]=[CH:8][CH:7]=[CH:6][C:5]=1[NH:10][CH:11]1[CH2:12][CH2:13][N:14]([C:17]([O:19][C:20]([CH3:23])([CH3:22])[CH3:21])=[O:18])[CH2:15][CH2:16]1. The catalyst class is: 5. (2) Reactant: [CH2:1]([O:8][C:9]1[CH:14]=[CH:13][C:12]([OH:15])=[C:11]([Br:16])[CH:10]=1)[C:2]1[CH:7]=[CH:6][CH:5]=[CH:4][CH:3]=1.N1C=CN=C1.[C:22]([Si:26]([CH3:29])([CH3:28])Cl)([CH3:25])([CH3:24])[CH3:23]. Product: [CH2:1]([O:8][C:9]1[CH:14]=[CH:13][C:12]([O:15][Si:26]([C:22]([CH3:25])([CH3:24])[CH3:23])([CH3:29])[CH3:28])=[C:11]([Br:16])[CH:10]=1)[C:2]1[CH:3]=[CH:4][CH:5]=[CH:6][CH:7]=1. The catalyst class is: 4. (3) Reactant: [CH3:1][O:2][C:3]1[C:4](=[O:22])[C:5](C(O)=O)=[N:6][N:7]([C:9]2[CH:14]=[CH:13][CH:12]=[C:11]([C:15]([F:18])([F:17])[F:16])[CH:10]=2)[CH:8]=1.C1C=CC(P([N:37]=[N+]=[N-])(C2C=CC=CC=2)=O)=CC=1.CCN(CC)CC.[OH-].[Na+]. Product: [NH2:37][C:5]1[C:4](=[O:22])[C:3]([O:2][CH3:1])=[CH:8][N:7]([C:9]2[CH:14]=[CH:13][CH:12]=[C:11]([C:15]([F:18])([F:17])[F:16])[CH:10]=2)[N:6]=1. The catalyst class is: 11. (4) Reactant: [CH2:1]([N:8]1[C:12]2[C:13](=[O:18])[NH:14][CH:15]=[C:16]([Br:17])[C:11]=2[CH:10]=[C:9]1[C:19]([O:21][CH2:22][CH3:23])=[O:20])[C:2]1[CH:7]=[CH:6][CH:5]=[CH:4][CH:3]=1.[H-].[Na+].I[CH3:27]. Product: [CH2:1]([N:8]1[C:12]2[C:13](=[O:18])[N:14]([CH3:27])[CH:15]=[C:16]([Br:17])[C:11]=2[CH:10]=[C:9]1[C:19]([O:21][CH2:22][CH3:23])=[O:20])[C:2]1[CH:7]=[CH:6][CH:5]=[CH:4][CH:3]=1. The catalyst class is: 9. (5) Reactant: [NH2:1][C:2]1[CH:7]=[CH:6][C:5]([Cl:8])=[CH:4][N:3]=1.C(N(CC)CC)C.Cl[C:17](=[O:23])[C:18]([O:20][CH2:21]C)=[O:19].C(=O)([O-])O.[Na+]. Product: [CH3:21][O:20][C:18](=[O:19])[C:17]([NH:1][C:2]1[CH:7]=[CH:6][C:5]([Cl:8])=[CH:4][N:3]=1)=[O:23]. The catalyst class is: 2. (6) Reactant: Cl[C:2]1[C:7]([F:8])=[C:6]([Cl:9])[C:5]([F:10])=[C:4]([Cl:11])[C:3]=1[F:12].C([Li])CCC.[F:18][C:19]1([F:34])[C:24]([F:26])([F:25])[C:23]([F:28])([F:27])[C:22]([F:30])([F:29])[C:21]([F:32])([F:31])[C:20]1=[O:33]. Product: [Cl:11][C:4]1[C:3]([F:12])=[C:2]([C:20]2([OH:33])[C:21]([F:32])([F:31])[C:22]([F:30])([F:29])[C:23]([F:27])([F:28])[C:24]([F:25])([F:26])[C:19]2([F:18])[F:34])[C:7]([F:8])=[C:6]([Cl:9])[C:5]=1[F:10]. The catalyst class is: 27. (7) Reactant: [F:1][C:2]1([F:21])[C:8]([CH3:10])([CH3:9])[O:7][CH2:6][C:5]([NH2:11])=[N:4][C@@:3]1([C:13]1[CH:18]=[C:17](I)[CH:16]=[CH:15][C:14]=1[F:20])[CH3:12].[C:22]([Si:24]([CH3:27])([CH3:26])[CH3:25])#[CH:23]. Product: [F:1][C:2]1([F:21])[C:8]([CH3:10])([CH3:9])[O:7][CH2:6][C:5]([NH2:11])=[N:4][C@@:3]1([C:13]1[CH:18]=[C:17]([C:23]#[C:22][Si:24]([CH3:27])([CH3:26])[CH3:25])[CH:16]=[CH:15][C:14]=1[F:20])[CH3:12]. The catalyst class is: 45. (8) Reactant: [CH2:1]([C@@H:8]1[NH:17][C:16]2[C:11](=[CH:12][CH:13]=[CH:14][CH:15]=2)[NH:10][C:9]1=[O:18])[C:2]1[CH:7]=[CH:6][CH:5]=[CH:4][CH:3]=1.C(C1C(=O)C(Cl)=C(Cl)C(=O)C=1C#N)#N. Product: [CH2:1]([C:8]1[C:9](=[O:18])[NH:10][C:11]2[C:16]([N:17]=1)=[CH:15][CH:14]=[CH:13][CH:12]=2)[C:2]1[CH:3]=[CH:4][CH:5]=[CH:6][CH:7]=1. The catalyst class is: 11. (9) Reactant: FC(F)(F)C(O)=O.[F:8][C:9]([F:33])([F:32])[C:10]1[N:14]2[CH:15]=[C:16]([N:19]3[CH2:24][CH2:23][N:22](C(OC(C)(C)C)=O)[CH2:21][CH2:20]3)[CH:17]=[CH:18][C:13]2=[N:12][N:11]=1. Product: [N:19]1([C:16]2[CH:17]=[CH:18][C:13]3[N:14]([C:10]([C:9]([F:8])([F:33])[F:32])=[N:11][N:12]=3)[CH:15]=2)[CH2:20][CH2:21][NH:22][CH2:23][CH2:24]1. The catalyst class is: 4. (10) Reactant: [OH:1][C:2]1[C:3]([C:8]([NH:10][CH3:11])=O)=[N:4][NH:5][C:6]=1[CH3:7].B.CSC.Cl. Product: [CH3:7][C:6]1[NH:5][N:4]=[C:3]([CH2:8][NH:10][CH3:11])[C:2]=1[OH:1]. The catalyst class is: 1.